Dataset: Retrosynthesis with 50K atom-mapped reactions and 10 reaction types from USPTO. Task: Predict the reactants needed to synthesize the given product. (1) Given the product O=C(O)c1cn(Cc2nccs2)c2c(F)c(F)c(F)cc2c1=O, predict the reactants needed to synthesize it. The reactants are: CCOC(=O)c1cn(Cc2nccs2)c2c(F)c(F)c(F)cc2c1=O. (2) Given the product CC(C)(C)OC(=O)N1C2CCC1CN(Cc1ccccc1)C2, predict the reactants needed to synthesize it. The reactants are: CC(C)(C)OC(=O)OC(=O)OC(C)(C)C.c1ccc(CN2CC3CCC(C2)N3)cc1. (3) The reactants are: CCOC(=O)CBr.O=C(c1cnn(-c2ccccc2)c1)c1cc(F)ccc1O. Given the product CCOC(=O)COc1ccc(F)cc1C(=O)c1cnn(-c2ccccc2)c1, predict the reactants needed to synthesize it. (4) Given the product C=CCOc1c(C)cc(C(=O)NNC(=O)c2scc(CC(C)C)c2C)cc1C, predict the reactants needed to synthesize it. The reactants are: C=CCOc1c(C)cc(C(=O)NN)cc1C.Cc1c(CC(C)C)csc1C(=O)O. (5) Given the product CCN(CC)CCn1cc(-c2ccccc2)c(O)n1, predict the reactants needed to synthesize it. The reactants are: CCN(CC)CCn1cc(-c2ccccc2)c(OCc2ccccc2)n1.